Predict the reactants needed to synthesize the given product. From a dataset of Full USPTO retrosynthesis dataset with 1.9M reactions from patents (1976-2016). (1) Given the product [ClH:42].[F:1][C:2]1[CH:7]=[C:6]([O:8][C:9]2[CH:14]=[CH:13][N:12]=[C:11]([NH:15][C:16]([N:18]3[CH2:19][CH:20]([OH:22])[CH2:21]3)=[O:17])[CH:10]=2)[C:5]([F:23])=[CH:4][C:3]=1[NH:24][C:25]([CH2:27][C:28]1([CH2:31][C:32]([NH:34][C:35]2[CH:36]=[CH:37][C:38]([F:41])=[CH:39][CH:40]=2)=[O:33])[CH2:30][CH2:29]1)=[O:26], predict the reactants needed to synthesize it. The reactants are: [F:1][C:2]1[CH:7]=[C:6]([O:8][C:9]2[CH:14]=[CH:13][N:12]=[C:11]([NH:15][C:16]([N:18]3[CH2:21][CH:20]([OH:22])[CH2:19]3)=[O:17])[CH:10]=2)[C:5]([F:23])=[CH:4][C:3]=1[NH:24][C:25]([CH2:27][C:28]1([CH2:31][C:32]([NH:34][C:35]2[CH:40]=[CH:39][C:38]([F:41])=[CH:37][CH:36]=2)=[O:33])[CH2:30][CH2:29]1)=[O:26].[ClH:42].O. (2) The reactants are: [Br:1][C:2]1[CH:3]=[C:4]([N:8]2[C:16]3[C:11](=[CH:12][C:13]([CH2:17]O)=[CH:14][CH:15]=3)[C:10]([C:19]([O:21][CH3:22])=[O:20])=[N:9]2)[CH:5]=[CH:6][CH:7]=1.S(Cl)([Cl:25])=O. Given the product [Br:1][C:2]1[CH:3]=[C:4]([N:8]2[C:16]3[C:11](=[CH:12][C:13]([CH2:17][Cl:25])=[CH:14][CH:15]=3)[C:10]([C:19]([O:21][CH3:22])=[O:20])=[N:9]2)[CH:5]=[CH:6][CH:7]=1, predict the reactants needed to synthesize it. (3) The reactants are: [NH:1]1[C:5]2[CH:6]=[CH:7][CH:8]=[CH:9][C:4]=2[N:3]=[N:2]1.[CH:10]1([NH2:16])[CH2:15][CH2:14][CH2:13][CH2:12][CH2:11]1.[CH2:17]=O. Given the product [N:1]1([CH2:17][NH:16][CH:10]2[CH2:15][CH2:14][CH2:13][CH2:12][CH2:11]2)[C:5]2[CH:6]=[CH:7][CH:8]=[CH:9][C:4]=2[N:3]=[N:2]1, predict the reactants needed to synthesize it.